This data is from Forward reaction prediction with 1.9M reactions from USPTO patents (1976-2016). The task is: Predict the product of the given reaction. (1) Given the reactants [OH:1][CH2:2][C@@H:3]([NH:11][C:12]1[CH:17]=[CH:16][NH:15][C:14](=[O:18])[C:13]=1[C:19]1[NH:23][C:22]2[CH:24]=[C:25]([N:29]3[CH2:34][CH2:33][NH:32][CH2:31][CH2:30]3)[CH:26]=[C:27]([CH3:28])[C:21]=2[N:20]=1)[CH2:4][C:5]1[CH:10]=[CH:9][CH:8]=[CH:7][CH:6]=1.[CH3:35][C:36]([CH3:38])=O.C1COCC1.[BH3-]C#N.[Na+], predict the reaction product. The product is: [OH:1][CH2:2][C@@H:3]([NH:11][C:12]1[CH:17]=[CH:16][NH:15][C:14](=[O:18])[C:13]=1[C:19]1[NH:23][C:22]2[CH:24]=[C:25]([N:29]3[CH2:30][CH2:31][N:32]([CH:36]([CH3:38])[CH3:35])[CH2:33][CH2:34]3)[CH:26]=[C:27]([CH3:28])[C:21]=2[N:20]=1)[CH2:4][C:5]1[CH:6]=[CH:7][CH:8]=[CH:9][CH:10]=1. (2) The product is: [F:16][C:3]1[C:4]([O:14][CH3:15])=[C:5]([C:6]([N:52]2[CH2:57][CH2:56][O:55][CH2:54][CH2:53]2)=[O:8])[C:10]([O:12][CH3:13])=[CH:11][C:2]=1[NH:1][C:64]1[N:69]=[C:68]([NH:70][CH3:71])[C:67]([C:72]([F:75])([F:73])[F:74])=[CH:66][N:65]=1. Given the reactants [NH2:1][C:2]1[CH:11]=[C:10]([O:12][CH3:13])[C:5]([C:6]([O:8]C)=O)=[C:4]([O:14][CH3:15])[C:3]=1[F:16].[OH-].[Na+].CCN(C(C)C)C(C)C.CN(C(ON1N=NC2C=CC=NC1=2)=[N+](C)C)C.F[P-](F)(F)(F)(F)F.[NH:52]1[CH2:57][CH2:56][O:55][CH2:54][CH2:53]1.C(=O)(O)[O-].[Na+].Cl[C:64]1[N:69]=[C:68]([NH:70][CH3:71])[C:67]([C:72]([F:75])([F:74])[F:73])=[CH:66][N:65]=1.C1(C)C=CC(S(O)(=O)=O)=CC=1, predict the reaction product. (3) Given the reactants CS(O[CH:6]1[CH2:9][N:8]([CH:10]([C:12]2[CH:25]=[C:24]3[C:15]([O:16][CH2:17][CH2:18][N:19]4[C:23]3=[N:22][C:21]([C:26]3[N:30]([CH:31]([CH3:33])[CH3:32])[N:29]=[CH:28][N:27]=3)=[CH:20]4)=[CH:14][CH:13]=2)[CH3:11])[CH2:7]1)(=O)=O.[CH3:34][NH:35][CH3:36], predict the reaction product. The product is: [CH:31]([N:30]1[C:26]([C:21]2[N:22]=[C:23]3[C:24]4[CH:25]=[C:12]([CH:10]([N:8]5[CH2:7][CH:6]([N:35]([CH3:36])[CH3:34])[CH2:9]5)[CH3:11])[CH:13]=[CH:14][C:15]=4[O:16][CH2:17][CH2:18][N:19]3[CH:20]=2)=[N:27][CH:28]=[N:29]1)([CH3:32])[CH3:33]. (4) Given the reactants [OH:1][C:2]1[C:3]([CH3:18])=[C:4]2[C:9](=[C:10]([CH3:13])[C:11]=1[CH3:12])[O:8][C:7]([CH3:17])([C:14]([OH:16])=O)[CH2:6][CH2:5]2.C1N=CN(C(N2C=NC=C2)=O)C=1.Cl.[CH3:32][NH:33][O:34][CH3:35].C(N(CC)C(C)C)(C)C, predict the reaction product. The product is: [OH:1][C:2]1[C:3]([CH3:18])=[C:4]2[C:9](=[C:10]([CH3:13])[C:11]=1[CH3:12])[O:8][C:7]([CH3:17])([C:14]([N:33]([O:34][CH3:35])[CH3:32])=[O:16])[CH2:6][CH2:5]2. (5) Given the reactants [CH:1]1[NH:2][C:3]([C:18]([O:20][CH2:21][CH3:22])=[O:19])=[C:4]2[C:12]=1[C:11]1[CH:10]=[CH:9][CH:8]=[CH:7][C:6]=1[N:5]2[C:13]([O:15][CH2:16][CH3:17])=[O:14].[C:23]1(B(O)O)[CH:28]=[CH:27][CH:26]=[CH:25][CH:24]=1, predict the reaction product. The product is: [C:23]1([N:2]2[CH:1]=[C:12]3[C:4]([N:5]([C:13]([O:15][CH2:16][CH3:17])=[O:14])[C:6]4[CH:7]=[CH:8][CH:9]=[CH:10][C:11]=43)=[C:3]2[C:18]([O:20][CH2:21][CH3:22])=[O:19])[CH:28]=[CH:27][CH:26]=[CH:25][CH:24]=1. (6) The product is: [Cl:29][C:30]1[CH:35]=[CH:34][C:33]([S:36]([NH:21][CH2:20][CH2:19][CH2:18][N:9]2[C:10]3[CH:17]=[CH:16][CH:15]=[CH:14][C:11]=3[CH2:12][CH2:13][C:7]3[CH:6]=[CH:5][CH:4]=[C:3]([Cl:2])[C:8]2=3)(=[O:38])=[O:37])=[CH:32][CH:31]=1. Given the reactants Cl.[Cl:2][C:3]1[C:8]2[N:9]([CH2:18][CH2:19][CH2:20][NH2:21])[C:10]3[CH:17]=[CH:16][CH:15]=[CH:14][C:11]=3[CH2:12][CH2:13][C:7]=2[CH:6]=[CH:5][CH:4]=1.C(N(CC)CC)C.[Cl:29][C:30]1[CH:35]=[CH:34][C:33]([S:36](Cl)(=[O:38])=[O:37])=[CH:32][CH:31]=1, predict the reaction product. (7) Given the reactants [NH2:1][C:2]1[N:10]=[CH:9][CH:8]=[CH:7][C:3]=1[C:4]([OH:6])=[O:5].[C:11](=O)([O-])[O-].[K+].[K+].IC, predict the reaction product. The product is: [CH3:11][O:5][C:4](=[O:6])[C:3]1[CH:7]=[CH:8][CH:9]=[N:10][C:2]=1[NH2:1]. (8) Given the reactants [NH2:1][C:2]1[CH:3]=[C:4]([C:8]2[C:16]([C:17]3[CH:22]=[CH:21][N:20]=[C:19]([NH:23][C:24]4[CH:29]=[CH:28][C:27]([O:30][CH3:31])=[C:26]([N:32]5[CH2:37][CH2:36][N:35]([CH2:38][CH2:39][S:40]([CH3:43])(=[O:42])=[O:41])[CH2:34][CH2:33]5)[CH:25]=4)[N:18]=3)=[C:11]3[CH:12]=[CH:13][CH:14]=[CH:15][N:10]3[N:9]=2)[CH:5]=[CH:6][CH:7]=1.[S:44]1[CH:48]=[CH:47][CH:46]=[C:45]1[CH2:49][C:50](Cl)=[O:51], predict the reaction product. The product is: [CH3:31][O:30][C:27]1[CH:28]=[CH:29][C:24]([NH:23][C:19]2[N:18]=[C:17]([C:16]3[C:8]([C:4]4[CH:3]=[C:2]([NH:1][C:50](=[O:51])[CH2:49][C:45]5[S:44][CH:48]=[CH:47][CH:46]=5)[CH:7]=[CH:6][CH:5]=4)=[N:9][N:10]4[CH:15]=[CH:14][CH:13]=[CH:12][C:11]=34)[CH:22]=[CH:21][N:20]=2)=[CH:25][C:26]=1[N:32]1[CH2:37][CH2:36][N:35]([CH2:38][CH2:39][S:40]([CH3:43])(=[O:41])=[O:42])[CH2:34][CH2:33]1. (9) Given the reactants [N-:1]=[N+:2]=[N-:3].[Na+].Br[CH2:6][C:7]([C:9]1[CH:20]=[CH:19][C:12]2[O:13][C:14]([CH3:18])([CH3:17])[O:15][CH2:16][C:11]=2[CH:10]=1)=[O:8].O.C(OCC)(=O)C, predict the reaction product. The product is: [N:1]([CH2:6][C:7]([C:9]1[CH:20]=[CH:19][C:12]2[O:13][C:14]([CH3:17])([CH3:18])[O:15][CH2:16][C:11]=2[CH:10]=1)=[O:8])=[N+:2]=[N-:3].